From a dataset of Forward reaction prediction with 1.9M reactions from USPTO patents (1976-2016). Predict the product of the given reaction. (1) The product is: [CH3:38][N:39]1[C:33](=[O:34])[C:19]2[C:18]3[C:17]4[C:12](=[CH:13][CH:14]=[CH:15][CH:16]=4)[N:11]([C@@H:6]4[O:7][C@H:8]([CH2:9][OH:10])[C@@H:3]([O:2][CH3:1])[C@H:4]([OH:37])[C@H:5]4[OH:36])[C:23]=3[C:22]3[NH:24][C:25]4[CH:26]=[CH:27][CH:28]=[CH:29][C:30]=4[C:21]=3[C:20]=2[C:31]1=[O:32]. Given the reactants [CH3:1][O:2][C@@H:3]1[C@@H:8]([CH2:9][OH:10])[O:7][C@@H:6]([N:11]2[C:23]3[C:22]4[NH:24][C:25]5[CH:26]=[CH:27][CH:28]=[CH:29][C:30]=5[C:21]=4[C:20]4[C:31](=O)[O:32][C:33](=[O:34])[C:19]=4[C:18]=3[C:17]3[C:12]2=[CH:13][CH:14]=[CH:15][CH:16]=3)[C@H:5]([OH:36])[C@H:4]1[OH:37].[CH3:38][NH2:39], predict the reaction product. (2) Given the reactants [Cl:1][C:2]1[CH:3]=[C:4]([CH:35]=[CH:36][CH:37]=1)[O:5][C:6]1[S:7][C:8]([CH2:11][N:12]([CH2:17][C:18]2[CH:23]=[CH:22][C:21]([S:24][C:25]([CH3:34])([CH3:33])[C:26]([O:28]C(C)(C)C)=[O:27])=[CH:20][CH:19]=2)[CH2:13][CH2:14][O:15][CH3:16])=[CH:9][N:10]=1.Cl, predict the reaction product. The product is: [ClH:1].[Cl:1][C:2]1[CH:3]=[C:4]([CH:35]=[CH:36][CH:37]=1)[O:5][C:6]1[S:7][C:8]([CH2:11][N:12]([CH2:17][C:18]2[CH:23]=[CH:22][C:21]([S:24][C:25]([CH3:34])([CH3:33])[C:26]([OH:28])=[O:27])=[CH:20][CH:19]=2)[CH2:13][CH2:14][O:15][CH3:16])=[CH:9][N:10]=1. (3) Given the reactants [CH3:1][Mg]Br.[N:4]1[C:13]2[C:8](=[CH:9][CH:10]=[CH:11][CH:12]=2)[CH:7]=[CH:6][C:5]=1[CH:14]=[O:15].[Cl-].[NH4+], predict the reaction product. The product is: [N:4]1[C:13]2[C:8](=[CH:9][CH:10]=[CH:11][CH:12]=2)[CH:7]=[CH:6][C:5]=1[CH:14]([OH:15])[CH3:1]. (4) Given the reactants [Br:1][C:2]1[CH:21]=[CH:20][C:5]([CH2:6][N:7]2[C:11]3[CH:12]=[CH:13][C:14]([C:16]([O:18]C)=[O:17])=[CH:15][C:10]=3[N:9]=[CH:8]2)=[CH:4][CH:3]=1.[Li+].[OH-].Cl, predict the reaction product. The product is: [Br:1][C:2]1[CH:3]=[CH:4][C:5]([CH2:6][N:7]2[C:11]3[CH:12]=[CH:13][C:14]([C:16]([OH:18])=[O:17])=[CH:15][C:10]=3[N:9]=[CH:8]2)=[CH:20][CH:21]=1.